From a dataset of M1 muscarinic receptor antagonist screen with 61,756 compounds. Binary Classification. Given a drug SMILES string, predict its activity (active/inactive) in a high-throughput screening assay against a specified biological target. (1) The molecule is Clc1ccc(C(=O)CCC(=O)CCC(O)=O)cc1. The result is 0 (inactive). (2) The result is 0 (inactive). The drug is o1nc(cc1c1ccc(OC)cc1)C(=O)Nc1ccc(CC)cc1. (3) The drug is Clc1ccc(S(=O)(=O)c2nc(oc2NC)Cc2ccccc2)cc1. The result is 0 (inactive). (4) The drug is O=C(Nc1c(OC)cccc1)CCN1CCCCCC1. The result is 0 (inactive). (5) The drug is S(/N1CCCCC1)(N1CCCCC1)=N\S(=O)(=O)c1ccccc1. The result is 0 (inactive). (6) The molecule is s1c2n(nc1COc1c(OCC)cccc1)c(nn2)c1ccc(cc1)C. The result is 0 (inactive).